From a dataset of Full USPTO retrosynthesis dataset with 1.9M reactions from patents (1976-2016). Predict the reactants needed to synthesize the given product. (1) Given the product [CH2:1]([O:3][C:4]1[CH:9]=[C:8]([F:10])[CH:7]=[CH:6][C:5]=1[C:11]1[S:19][C:18]2[C:17]([NH:20][N:21]=[CH:29][C:25]3[S:24][CH:28]=[CH:27][CH:26]=3)=[N:16][CH:15]=[N:14][C:13]=2[C:12]=1[CH2:22][OH:23])[CH3:2], predict the reactants needed to synthesize it. The reactants are: [CH2:1]([O:3][C:4]1[CH:9]=[C:8]([F:10])[CH:7]=[CH:6][C:5]=1[C:11]1[S:19][C:18]2[C:17]([NH:20][NH2:21])=[N:16][CH:15]=[N:14][C:13]=2[C:12]=1[CH2:22][OH:23])[CH3:2].[S:24]1[CH:28]=[CH:27][CH:26]=[C:25]1[CH:29]=O. (2) Given the product [CH3:13][O:14][C:15]1[CH:20]=[CH:19][C:18]([C:21]2([C:27]([NH:2][NH:1][C:3]3[CH:12]=[CH:11][CH:10]=[C:9]4[C:4]=3[CH:5]=[CH:6][CH:7]=[N:8]4)=[O:28])[CH2:26][CH2:25][CH2:24][CH2:23][CH2:22]2)=[CH:17][CH:16]=1, predict the reactants needed to synthesize it. The reactants are: [NH:1]([C:3]1[CH:12]=[CH:11][CH:10]=[C:9]2[C:4]=1[CH:5]=[CH:6][CH:7]=[N:8]2)[NH2:2].[CH3:13][O:14][C:15]1[CH:20]=[CH:19][C:18]([C:21]2([C:27](Cl)=[O:28])[CH2:26][CH2:25][CH2:24][CH2:23][CH2:22]2)=[CH:17][CH:16]=1. (3) Given the product [C:1]([O:5][C:6]([NH:8][C:9]([CH3:36])([CH2:29][C:30]1[CH:31]=[CH:32][CH:33]=[CH:34][CH:35]=1)[CH2:10][O:11][CH2:12][C:13]1[CH:14]=[C:15]([CH:19]=[C:20]([C:22]2([C:27]#[N:28])[CH2:26][CH2:25][CH2:24][CH2:23]2)[CH:21]=1)[C:16]([NH:46][CH:44]([C:41]1[CH:42]=[CH:43][C:38]([F:37])=[CH:39][CH:40]=1)[CH3:45])=[O:18])=[O:7])([CH3:4])([CH3:3])[CH3:2], predict the reactants needed to synthesize it. The reactants are: [C:1]([O:5][C:6]([NH:8][C:9]([CH3:36])([CH2:29][C:30]1[CH:35]=[CH:34][CH:33]=[CH:32][CH:31]=1)[CH2:10][O:11][CH2:12][C:13]1[CH:14]=[C:15]([CH:19]=[C:20]([C:22]2([C:27]#[N:28])[CH2:26][CH2:25][CH2:24][CH2:23]2)[CH:21]=1)[C:16]([OH:18])=O)=[O:7])([CH3:4])([CH3:3])[CH3:2].[F:37][C:38]1[CH:43]=[CH:42][C:41]([C@H:44]([NH2:46])[CH3:45])=[CH:40][CH:39]=1.F[P-](F)(F)(F)(F)F.N1(O[P+](N(C)C)(N(C)C)N(C)C)C2C=CC=CC=2N=N1.C(N(C(C)C)CC)(C)C. (4) Given the product [C:13]([C:17]1[S:21]/[C:20](=[N:22]\[C:7](=[O:9])[C:6]2[CH:10]=[C:2]([Cl:1])[CH:3]=[CH:4][C:5]=2[O:11][CH3:12])/[N:19]([CH2:23][CH:24]2[CH2:27][N:26]([C:28]([O:30][C:31]([CH3:34])([CH3:33])[CH3:32])=[O:29])[CH2:25]2)[CH:18]=1)([CH3:16])([CH3:14])[CH3:15], predict the reactants needed to synthesize it. The reactants are: [Cl:1][C:2]1[CH:3]=[CH:4][C:5]([O:11][CH3:12])=[C:6]([CH:10]=1)[C:7]([OH:9])=O.[C:13]([C:17]1[S:21][C:20](=[NH:22])[N:19]([CH2:23][CH:24]2[CH2:27][N:26]([C:28]([O:30][C:31]([CH3:34])([CH3:33])[CH3:32])=[O:29])[CH2:25]2)[CH:18]=1)([CH3:16])([CH3:15])[CH3:14].N. (5) Given the product [Cl:1][C:2]1[N:7]=[CH:6][C:5]([CH2:8][N:9]2[CH2:14][CH2:13][CH2:12][C:11]3([CH3:19])[O:15][C:16](=[O:18])[CH:17]=[C:10]23)=[CH:4][CH:3]=1, predict the reactants needed to synthesize it. The reactants are: [Cl:1][C:2]1[N:7]=[CH:6][C:5]([CH2:8][N:9]2[CH2:14][CH2:13][CH2:12][CH:11]3[O:15][C:16](=[O:18])[CH:17]=[C:10]23)=[CH:4][CH:3]=1.[C:19]([Li])(C)(C)C.CI. (6) Given the product [CH3:5][C:6]([S@:9](/[N:11]=[CH:1]/[CH2:2][CH3:3])=[O:10])([CH3:8])[CH3:7], predict the reactants needed to synthesize it. The reactants are: [CH:1](=O)[CH2:2][CH3:3].[CH3:5][C:6]([S@:9]([NH2:11])=[O:10])([CH3:8])[CH3:7]. (7) Given the product [O:8]1[CH:12]=[CH:11][CH:10]=[C:9]1[C:13]([NH:16][C:17]1[CH:29]=[C:28]([CH2:30][CH2:31][C:32]2[CH:33]=[CH:34][CH:35]=[CH:36][CH:37]=2)[CH:27]=[CH:26][C:18]=1[C:19]([O:21][C:22]([CH3:25])([CH3:24])[CH3:23])=[O:20])=[O:14], predict the reactants needed to synthesize it. The reactants are: C(N(CC)CC)C.[O:8]1[CH:12]=[CH:11][CH:10]=[C:9]1[C:13](Cl)=[O:14].[NH2:16][C:17]1[CH:29]=[C:28]([CH2:30][CH2:31][C:32]2[CH:37]=[CH:36][CH:35]=[CH:34][CH:33]=2)[CH:27]=[CH:26][C:18]=1[C:19]([O:21][C:22]([CH3:25])([CH3:24])[CH3:23])=[O:20].C(=O)([O-])O.[Na+].